The task is: Predict the reaction yield, written as a fraction of the theoretical maximum amount of product (1.0 means a 100% yield; for example, 0.34 means a 34% yield).. This data is from Reaction yield outcomes from USPTO patents with 853,638 reactions. (1) The reactants are Br[C:2]1[CH:7]=[CH:6][C:5]([S:8][CH3:9])=[CH:4][CH:3]=1.C([Li])CCC.C[O:16][B:17](OC)[O:18]C.[OH-].[Na+].C(O)(=O)CC(CC(O)=O)(C(O)=O)O. The catalyst is O1CCCC1.O. The product is [CH3:9][S:8][C:5]1[CH:6]=[CH:7][C:2]([B:17]([OH:18])[OH:16])=[CH:3][CH:4]=1. The yield is 0.360. (2) The reactants are [OH:1][C:2]1[C:9]([OH:10])=[CH:8][CH:7]=[CH:6][C:3]=1[CH:4]=[O:5].[H-].[Na+].[CH2:13](Br)[C:14]1[CH:19]=[CH:18][CH:17]=[CH:16][CH:15]=1. The catalyst is CN(C)C=O. The product is [CH2:13]([O:1][C:2]1[C:9]([O:10][CH2:4][C:3]2[CH:6]=[CH:7][CH:8]=[CH:9][CH:2]=2)=[CH:8][CH:7]=[CH:6][C:3]=1[CH:4]=[O:5])[C:14]1[CH:19]=[CH:18][CH:17]=[CH:16][CH:15]=1. The yield is 0.800.